This data is from Catalyst prediction with 721,799 reactions and 888 catalyst types from USPTO. The task is: Predict which catalyst facilitates the given reaction. (1) Reactant: Cl.[CH2:2]([O:4][C:5]([N:7]1[CH2:13][CH2:12][C:11]([NH2:14])=[N:10][CH2:9][CH2:8]1)=[O:6])[CH3:3].C(=O)([O-])[O-].[K+].[K+].[N:21]1[CH:26]=[CH:25][C:24]([C:27](=O)[CH2:28][C:29](OCC)=[O:30])=[N:23][CH:22]=1. Product: [CH2:2]([O:4][C:5]([N:7]1[CH2:13][CH2:12][C:11]2=[N:14][C:27]([C:24]3[CH:25]=[CH:26][N:21]=[CH:22][N:23]=3)=[CH:28][C:29](=[O:30])[N:10]2[CH2:9][CH2:8]1)=[O:6])[CH3:3]. The catalyst class is: 8. (2) Reactant: P(Cl)(Cl)(Cl)=O.[Br:6][C:7]1[CH:15]=[CH:14][CH:13]=[C:12]2[C:8]=1[CH:9]=[C:10]([C:16]([NH2:18])=O)[NH:11]2.C([O-])([O-])=O.[Na+].[Na+]. Product: [Br:6][C:7]1[CH:15]=[CH:14][CH:13]=[C:12]2[C:8]=1[CH:9]=[C:10]([C:16]#[N:18])[NH:11]2. The catalyst class is: 11. (3) Reactant: [F:1][C:2]([F:23])([F:22])[C:3]1[CH:17]=[C:16]([C:18]([F:21])([F:20])[F:19])[CH:15]=[CH:14][C:4]=1[CH2:5][N:6]1[CH2:11][CH2:10][CH:9]([CH:12]=O)[CH2:8][CH2:7]1.[O:24]=[C:25]1[N:29]=[C:28]([NH:30][CH2:31][C:32]([NH2:34])=[O:33])[CH2:27][S:26]1.C([O-])(=O)C.[NH2+]1CCCCC1. Product: [F:23][C:2]([F:1])([F:22])[C:3]1[CH:17]=[C:16]([C:18]([F:21])([F:20])[F:19])[CH:15]=[CH:14][C:4]=1[CH2:5][N:6]1[CH2:11][CH2:10][CH:9](/[CH:12]=[C:27]2/[C:28]([NH:30][CH2:31][C:32]([NH2:34])=[O:33])=[N:29][C:25](=[O:24])[S:26]/2)[CH2:8][CH2:7]1. The catalyst class is: 41. (4) Product: [OH:1][C:2]1[CH:3]=[C:4]([CH:25]=[CH:26][CH:27]=1)[C:5]([C:6]1[C:15]2[C:10](=[CH:11][C:12]([O:18][CH3:19])=[C:13]([O:16][CH3:17])[CH:14]=2)[C:9]([C:20]([O:22][CH2:23][CH3:24])=[O:21])=[CH:8][N:7]=1)=[O:29]. The catalyst class is: 13. Reactant: [OH:1][C:2]1[CH:3]=[C:4]([CH:25]=[CH:26][CH:27]=1)[CH2:5][C:6]1[C:15]2[C:10](=[CH:11][C:12]([O:18][CH3:19])=[C:13]([O:16][CH3:17])[CH:14]=2)[C:9]([C:20]([O:22][CH2:23][CH3:24])=[O:21])=[CH:8][N:7]=1.[Se](=O)=[O:29]. (5) Reactant: [CH3:13][C:12]([O:11][C:9](O[C:9]([O:11][C:12]([CH3:15])([CH3:14])[CH3:13])=[O:10])=[O:10])([CH3:15])[CH3:14].[CH3:16][NH:17][CH:18]1[CH2:23][CH2:22][N:21]([C:24]2[N:25]([CH3:29])[CH:26]=[CH:27][N:28]=2)[CH2:20][CH2:19]1. Product: [CH3:16][N:17]([CH:18]1[CH2:23][CH2:22][N:21]([C:24]2[N:25]([CH3:29])[CH:26]=[CH:27][N:28]=2)[CH2:20][CH2:19]1)[C:9](=[O:10])[O:11][C:12]([CH3:13])([CH3:14])[CH3:15]. The catalyst class is: 4.